Dataset: Full USPTO retrosynthesis dataset with 1.9M reactions from patents (1976-2016). Task: Predict the reactants needed to synthesize the given product. (1) Given the product [CH3:25][N:14]1[CH:15]=[C:10]([N+:7]([O-:9])=[O:8])[CH:11]=[C:12]([N:17]2[N:21]=[CH:20][CH:19]=[N:18]2)[C:13]1=[O:16].[CH3:3][N:29]1[CH:30]=[C:25]([N+:22]([O-:24])=[O:23])[CH:26]=[C:27]([N:32]2[CH:36]=[CH:35][N:34]=[N:33]2)[C:28]1=[O:31], predict the reactants needed to synthesize it. The reactants are: CI.[CH:3](Cl)(Cl)Cl.[N+:7]([C:10]1[CH:11]=[C:12]([N:17]2[N:21]=[CH:20][CH:19]=[N:18]2)[C:13]([OH:16])=[N:14][CH:15]=1)([O-:9])=[O:8].[N+:22]([C:25]1[CH:26]=[C:27]([N:32]2[CH:36]=[CH:35][N:34]=[N:33]2)[C:28]([OH:31])=[N:29][CH:30]=1)([O-:24])=[O:23]. (2) Given the product [CH2:1]([N:8]([CH3:17])[CH2:9][CH2:10][CH:11]([OH:16])[CH:12]([CH3:13])[CH3:18])[C:2]1[CH:3]=[CH:4][CH:5]=[CH:6][CH:7]=1, predict the reactants needed to synthesize it. The reactants are: [CH2:1]([N:8]([CH3:17])[CH2:9][CH2:10][CH:11]([OH:16])[CH2:12][CH:13](C)C)[C:2]1[CH:7]=[CH:6][CH:5]=[CH:4][CH:3]=1.[CH:18]([Mg]Cl)(C)C. (3) Given the product [Br-:1].[C:5]1([C:3](=[O:4])[CH2:2][N+:11]2[CH:16]=[CH:15][CH:14]=[CH:13][C:12]=2[CH3:17])[CH2:9][CH2:8][CH2:7][CH:6]=1, predict the reactants needed to synthesize it. The reactants are: [Br:1][CH2:2][C:3]([C:5]1(Br)[CH2:9][CH2:8][CH2:7][CH2:6]1)=[O:4].[N:11]1[CH:16]=[CH:15][CH:14]=[CH:13][C:12]=1[CH3:17]. (4) Given the product [CH3:1][C:2]1[CH:7]=[CH:6][C:5]([O:8][CH2:9][CH:10]=[CH2:11])=[CH:4][C:3]=1[NH2:12], predict the reactants needed to synthesize it. The reactants are: [CH3:1][C:2]1[CH:7]=[CH:6][C:5]([O:8][CH2:9][CH:10]=[CH2:11])=[CH:4][C:3]=1[N+:12]([O-])=O.C(O)(=O)C.